Dataset: Catalyst prediction with 721,799 reactions and 888 catalyst types from USPTO. Task: Predict which catalyst facilitates the given reaction. (1) Reactant: [C:1]([C:3]1[CH:27]=[CH:26][C:6]([NH:7][CH2:8][CH2:9][CH2:10][N:11]2[CH2:17][CH:16]3[N:18](C(OC(C)(C)C)=[O:20])[CH:13]([CH2:14][CH2:15]3)[CH2:12]2)=[CH:5][CH:4]=1)#[N:2].C(O)(C(F)(F)F)=O. Product: [NH4+:2].[OH-:20].[CH:16]12[NH:18][CH:13]([CH2:14][CH2:15]1)[CH2:12][N:11]([CH2:10][CH2:9][CH2:8][NH:7][C:6]1[CH:5]=[CH:4][C:3]([C:1]#[N:2])=[CH:27][CH:26]=1)[CH2:17]2. The catalyst class is: 2. (2) Reactant: [ClH:1].[NH2:2][C:3]1[CH:8]=[CH:7][C:6]([OH:9])=[C:5](Cl)[CH:4]=1.[H-].[Na+].Cl[C:14]1[CH:19]=[CH:18][N:17]=[C:16]([C:20]([NH2:22])=[O:21])[CH:15]=1. Product: [NH2:2][C:3]1[CH:8]=[CH:7][C:6]([O:9][C:14]2[CH:19]=[CH:18][N:17]=[C:16]([C:20]([NH2:22])=[O:21])[CH:15]=2)=[CH:5][C:4]=1[Cl:1]. The catalyst class is: 58. (3) The catalyst class is: 8. Reactant: [OH:1][C:2]1[C:9]([N+:10]([O-:12])=[O:11])=[CH:8][C:5]([CH:6]=O)=[CH:4][C:3]=1[O:13][CH2:14][CH2:15][OH:16].[C:17]1([C:23](=O)[CH2:24][C:25]2[CH:30]=[CH:29][CH:28]=[CH:27][CH:26]=2)[CH:22]=[CH:21][CH:20]=[CH:19][CH:18]=1.[NH2:32][C:33]([NH2:35])=[O:34].Cl. Product: [OH:1][C:2]1[C:9]([N+:10]([O-:12])=[O:11])=[CH:8][C:5]([CH:6]2[C:24]([C:25]3[CH:30]=[CH:29][CH:28]=[CH:27][CH:26]=3)=[C:23]([C:17]3[CH:22]=[CH:21][CH:20]=[CH:19][CH:18]=3)[NH:35][C:33](=[O:34])[NH:32]2)=[CH:4][C:3]=1[O:13][CH2:14][CH2:15][OH:16]. (4) Reactant: [Br:1][C:2]1[C:10]2[C:5](=[CH:6][CH:7]=[C:8]([C:11]([NH:13][CH2:14][CH2:15][CH2:16][N:17]3[CH2:22][CH2:21][O:20][CH2:19][CH2:18]3)=[O:12])[CH:9]=2)[NH:4][C:3]=1[C:23]1[C:24]([O:29][CH3:30])=[N:25][CH:26]=[CH:27][CH:28]=1.C(N(CC)C(C)C)(C)C.[C:40](O[C:40]([O:42][C:43]([CH3:46])([CH3:45])[CH3:44])=[O:41])([O:42][C:43]([CH3:46])([CH3:45])[CH3:44])=[O:41]. Product: [Br:1][C:2]1[C:10]2[C:5](=[CH:6][CH:7]=[C:8]([C:11](=[O:12])[NH:13][CH2:14][CH2:15][CH2:16][N:17]3[CH2:18][CH2:19][O:20][CH2:21][CH2:22]3)[CH:9]=2)[N:4]([C:40]([O:42][C:43]([CH3:46])([CH3:45])[CH3:44])=[O:41])[C:3]=1[C:23]1[C:24]([O:29][CH3:30])=[N:25][CH:26]=[CH:27][CH:28]=1. The catalyst class is: 277. (5) Reactant: [CH3:1][O:2][CH2:3][CH2:4][C@H:5]([NH:14]C(=O)OC(C)(C)C)[C:6]([N:8]1[CH2:13][CH2:12][O:11][CH2:10][CH2:9]1)=[O:7].Cl.N[C@H]1CCN([C@H](C(N2CCOCC2)=O)C(C)C)C1=O. Product: [CH3:1][O:2][CH2:3][CH2:4][C@H:5]([NH2:14])[C:6]([N:8]1[CH2:13][CH2:12][O:11][CH2:10][CH2:9]1)=[O:7]. The catalyst class is: 13. (6) Reactant: Cl.[N:2]([NH:5][C:6]1[CH:11]=[CH:10][CH:9]=[CH:8][CH:7]=1)=[N+:3]=[N-:4].B.N1C=CC=CC=1C. The catalyst class is: 6. Product: [N:2]([NH:5][C:6]1[CH:11]=[CH:10][CH:9]=[CH:8][CH:7]=1)=[N+:3]=[N-:4]. (7) Reactant: C(OC([NH:8][CH2:9][C:10]1[CH:15]=[C:14]([Cl:16])[CH:13]=[CH:12][C:11]=1[NH:17][C:18](=[O:21])[O:19][CH3:20])=O)(C)(C)C.C(OCC)(=O)C.Cl. Product: [ClH:16].[NH2:8][CH2:9][C:10]1[CH:15]=[C:14]([Cl:16])[CH:13]=[CH:12][C:11]=1[NH:17][C:18](=[O:21])[O:19][CH3:20]. The catalyst class is: 8.